Dataset: Reaction yield outcomes from USPTO patents with 853,638 reactions. Task: Predict the reaction yield, written as a fraction of the theoretical maximum amount of product (1.0 means a 100% yield; for example, 0.34 means a 34% yield). (1) The reactants are Br[C:2]1[CH:7]=[CH:6][C:5]([C:8](=[O:24])[CH2:9][CH:10]([CH2:16][CH2:17][C:18]2[CH:23]=[CH:22][CH:21]=[CH:20][CH:19]=2)[C:11]([O:13][CH2:14][CH3:15])=[O:12])=[CH:4][CH:3]=1.[N+:25]([C:28]1[CH:33]=[CH:32][C:31](B(O)O)=[CH:30][CH:29]=1)([O-:27])=[O:26].C1(C)C=CC=CC=1.C(=O)([O-])[O-].[Na+].[Na+]. The catalyst is O1CCOCC1. The product is [N+:25]([C:28]1[CH:33]=[CH:32][C:31]([C:2]2[CH:7]=[CH:6][C:5]([C:8](=[O:24])[CH2:9][CH:10]([CH2:16][CH2:17][C:18]3[CH:23]=[CH:22][CH:21]=[CH:20][CH:19]=3)[C:11]([O:13][CH2:14][CH3:15])=[O:12])=[CH:4][CH:3]=2)=[CH:30][CH:29]=1)([O-:27])=[O:26]. The yield is 0.750. (2) The catalyst is O1CCCC1. The yield is 0.970. The product is [CH3:22][N:2]([CH3:1])[C:3](=[O:4])[O:5][C:6]1[CH:11]=[CH:10][C:9]([CH:12]([OH:19])[CH2:13][CH2:14][OH:15])=[C:8]([CH:20]=[CH2:21])[CH:7]=1. The reactants are [CH3:1][N:2]([CH3:22])[C:3]([O:5][C:6]1[CH:11]=[CH:10][C:9]([CH:12]([OH:19])[CH2:13][C:14](OCC)=[O:15])=[C:8]([CH:20]=[CH2:21])[CH:7]=1)=[O:4].[BH4-].[Li+].O.Cl.